Dataset: Forward reaction prediction with 1.9M reactions from USPTO patents (1976-2016). Task: Predict the product of the given reaction. (1) Given the reactants [Br:1][C:2]1[C:3]([O:15][CH2:16][C:17]([F:20])([F:19])[F:18])=[N:4][C:5]([C:11]([F:14])([F:13])[F:12])=[C:6]([CH:10]=1)[C:7]([OH:9])=O.[NH2:21][CH2:22][C@@:23]([CH3:28])([CH:25]1[CH2:27][CH2:26]1)[OH:24], predict the reaction product. The product is: [Br:1][C:2]1[C:3]([O:15][CH2:16][C:17]([F:20])([F:19])[F:18])=[N:4][C:5]([C:11]([F:14])([F:13])[F:12])=[C:6]([CH:10]=1)[C:7]([NH:21][CH2:22][C@@:23]([CH:25]1[CH2:27][CH2:26]1)([OH:24])[CH3:28])=[O:9]. (2) The product is: [F:1][C:2]1[CH:3]=[CH:4][C:5]([C:8]2[O:9][C:20]([C:21]([O:23][CH3:24])=[O:22])=[N:11][N:10]=2)=[N:6][CH:7]=1. Given the reactants [F:1][C:2]1[CH:3]=[CH:4][C:5]([C:8]([NH:10][NH2:11])=[O:9])=[N:6][CH:7]=1.C(N(CC)CC)C.Cl[C:20](=O)[C:21]([O:23][CH3:24])=[O:22].C1(C)C=CC(S(Cl)(=O)=O)=CC=1, predict the reaction product. (3) Given the reactants [NH2:1][C:2]1[N:11]=[C:10]([CH3:12])[C:9]2[C:8](=[N:13][OH:14])[CH2:7][CH:6]([C:15]3[CH:20]=[CH:19][C:18]([F:21])=[CH:17][C:16]=3[C:22]3[CH:23]=[N:24][CH:25]=[CH:26][CH:27]=3)[CH2:5][C:4]=2[N:3]=1.[H-].[Na+].[CH3:30][N:31]([CH3:62])[CH2:32][CH2:33][CH2:34]ON=C1CC(C2C=C(F)C=CC=2C2C=CC=CC=2)CC2N=C(N)N=C(C)C1=2, predict the reaction product. The product is: [CH3:30][N:31]([CH3:62])[CH2:32][CH2:33][CH2:34][O:14][N:13]=[C:8]1[CH2:7][CH:6]([C:15]2[CH:20]=[CH:19][C:18]([F:21])=[CH:17][C:16]=2[C:22]2[CH:23]=[N:24][CH:25]=[CH:26][CH:27]=2)[CH2:5][C:4]2[N:3]=[C:2]([NH2:1])[N:11]=[C:10]([CH3:12])[C:9]1=2. (4) Given the reactants C(=O)(O)O.[NH2:5][C:6]([NH2:8])=[NH:7].[H-].[Na+].[CH3:11][C:12]1[CH:16]=[CH:15][O:14][C:13]=1[C:17]([C:19](=[C:22](SC)[S:23][CH3:24])[C:20]#[N:21])=O, predict the reaction product. The product is: [NH2:7][C:6]1[N:8]=[C:17]([C:13]2[O:14][CH:15]=[CH:16][C:12]=2[CH3:11])[C:19]([C:20]#[N:21])=[C:22]([S:23][CH3:24])[N:5]=1.